Dataset: Reaction yield outcomes from USPTO patents with 853,638 reactions. Task: Predict the reaction yield, written as a fraction of the theoretical maximum amount of product (1.0 means a 100% yield; for example, 0.34 means a 34% yield). (1) The reactants are C[C:2](CC(C)C)=[O:3].[CH2:8]([C:12]1[N:13]([CH2:20][C:21]2[CH:26]=[CH:25][C:24]([C:27]3[CH:32]=[CH:31][CH:30]=[CH:29][C:28]=3[C:33]3[N:34]=[N:35][N:36](C(C4C=CC=CC=4)(C4C=CC=CC=4)C4C=CC=CC=4)[N:37]=3)=[CH:23][CH:22]=2)[CH2:14][C:15]([Cl:19])(CO)[N:16]=1)[CH2:9][CH2:10][CH3:11].[OH-].[K+:58].C. The catalyst is C(O)CCC. The product is [CH3:11][CH2:10][CH2:9][CH2:8][C:12]1[N:13]([CH2:20][C:21]2[CH:22]=[CH:23][C:24]([C:27]3[CH:32]=[CH:31][CH:30]=[CH:29][C:28]=3[C:33]3[N:34]=[N:35][N-:36][N:37]=3)=[CH:25][CH:26]=2)[C:14]([CH2:2][OH:3])=[C:15]([Cl:19])[N:16]=1.[K+:58]. The yield is 0.820. (2) The reactants are Cl[C:2]1[N:11]=[CH:10][C:9]([Cl:12])=[CH:8][C:3]=1[C:4]([O:6][CH3:7])=[O:5].[NH3:13]. The catalyst is CC(C)=O.CO. The product is [NH2:13][C:2]1[N:11]=[CH:10][C:9]([Cl:12])=[CH:8][C:3]=1[C:4]([O:6][CH3:7])=[O:5]. The yield is 0.750. (3) The reactants are [CH2:1]([O:3][C:4]([C:6]1[CH:7]=[C:8]([C:15]([OH:17])=O)[N:9]2[CH2:14][CH2:13][O:12][CH2:11][C:10]=12)=[O:5])[CH3:2].ON1C2C=CC=CC=2N=N1.Cl.C(N=C=NCCCN(C)C)C.[F:40][C:41]1[CH:46]=[CH:45][C:44]([C@H:47]([NH2:49])[CH3:48])=[CH:43][CH:42]=1. The catalyst is CN(C)C=O.O. The product is [CH2:1]([O:3][C:4]([C:6]1[CH:7]=[C:8]([C:15](=[O:17])[NH:49][C@@H:47]([C:44]2[CH:45]=[CH:46][C:41]([F:40])=[CH:42][CH:43]=2)[CH3:48])[N:9]2[CH2:14][CH2:13][O:12][CH2:11][C:10]=12)=[O:5])[CH3:2]. The yield is 0.980. (4) The reactants are [F:1][C:2]1[CH:10]=[C:9]([CH3:11])[CH:8]=[CH:7][C:3]=1[C:4]([OH:6])=[O:5].[N+:12]([O-])([OH:14])=[O:13]. The catalyst is S(=O)(=O)(O)O. The product is [F:1][C:2]1[CH:10]=[C:9]([CH3:11])[C:8]([N+:12]([O-:14])=[O:13])=[CH:7][C:3]=1[C:4]([OH:6])=[O:5]. The yield is 0.880.